Dataset: Catalyst prediction with 721,799 reactions and 888 catalyst types from USPTO. Task: Predict which catalyst facilitates the given reaction. Reactant: [CH3:1][O:2][C:3](=[O:11])[C:4]1[CH:9]=[CH:8][CH:7]=[N:6][C:5]=1F.[Cl:12][C:13]1[CH:19]=[CH:18][C:16]([NH2:17])=[CH:15][C:14]=1[O:20][CH3:21]. Product: [Cl:12][C:13]1[CH:19]=[CH:18][C:16]([NH:17][C:5]2[N:6]=[CH:7][CH:8]=[CH:9][C:4]=2[C:3]([O:2][CH3:1])=[O:11])=[CH:15][C:14]=1[O:20][CH3:21]. The catalyst class is: 2.